This data is from Peptide-MHC class II binding affinity with 134,281 pairs from IEDB. The task is: Regression. Given a peptide amino acid sequence and an MHC pseudo amino acid sequence, predict their binding affinity value. This is MHC class II binding data. (1) The peptide sequence is YKRQLMNILGAVYRY. The MHC is DRB1_0101 with pseudo-sequence DRB1_0101. The binding affinity (normalized) is 0.635. (2) The peptide sequence is NRQILDNAAKYVEHD. The MHC is DRB1_0401 with pseudo-sequence DRB1_0401. The binding affinity (normalized) is 0.244.